This data is from Forward reaction prediction with 1.9M reactions from USPTO patents (1976-2016). The task is: Predict the product of the given reaction. (1) The product is: [ClH:33].[CH2:3]([O:10][C:11]1[CH:12]=[C:13]([CH2:17][CH2:18][N:19]([CH2:31][CH:28]2[CH2:29][CH2:30][O:26][CH2:27]2)[CH2:20][C:21]([N:23]([CH3:24])[CH3:25])=[O:22])[CH:14]=[CH:15][CH:16]=1)[C:4]1[CH:9]=[CH:8][CH:7]=[CH:6][CH:5]=1. Given the reactants [BH4-].[Na+].[CH2:3]([O:10][C:11]1[CH:12]=[C:13]([CH2:17][CH2:18][NH:19][CH2:20][C:21]([N:23]([CH3:25])[CH3:24])=[O:22])[CH:14]=[CH:15][CH:16]=1)[C:4]1[CH:9]=[CH:8][CH:7]=[CH:6][CH:5]=1.[O:26]1[CH2:30][CH2:29][CH:28]([CH:31]=O)[CH2:27]1.[Cl-:33].[NH4+], predict the reaction product. (2) The product is: [CH3:1][C:2]1[CH:9]=[C:8]([C:10]2[S:11][C:12]3[C:17]([N:18]=2)=[CH:16][CH:15]=[C:14]([C:19]2([C:22]4[CH:27]=[CH:26][CH:25]=[CH:24][CH:23]=4)[CH2:20][CH2:21]2)[N:13]=3)[CH:7]=[C:6]([CH3:28])[C:3]=1[CH2:4][N:29]1[CH2:32][CH:31]([C:33]([OH:35])=[O:34])[CH2:30]1. Given the reactants [CH3:1][C:2]1[CH:9]=[C:8]([C:10]2[S:11][C:12]3[C:17]([N:18]=2)=[CH:16][CH:15]=[C:14]([C:19]2([C:22]4[CH:27]=[CH:26][CH:25]=[CH:24][CH:23]=4)[CH2:21][CH2:20]2)[N:13]=3)[CH:7]=[C:6]([CH3:28])[C:3]=1[CH:4]=O.[NH:29]1[CH2:32][CH:31]([C:33]([OH:35])=[O:34])[CH2:30]1.C(O)(=O)C.C([BH3-])#N.[Na+], predict the reaction product. (3) Given the reactants [CH3:1][O:2][C:3]1[CH:9]=[CH:8][C:7]([CH3:10])=[CH:6][C:4]=1[NH2:5].[C:11]([N:19]=[C:20]=[S:21])(=[O:18])[C:12]1[CH:17]=[CH:16][CH:15]=[CH:14][CH:13]=1, predict the reaction product. The product is: [CH3:1][O:2][C:3]1[CH:9]=[CH:8][C:7]([CH3:10])=[CH:6][C:4]=1[NH:5][C:20]([NH:19][C:11](=[O:18])[C:12]1[CH:13]=[CH:14][CH:15]=[CH:16][CH:17]=1)=[S:21]. (4) Given the reactants [O-:1][CH2:2][CH3:3].[Na+].[Na].CCO.[CH3:9][O:10][C:11]1[CH:38]=[CH:37][C:14]([CH2:15][N:16]([C:26]2[CH:31]=[CH:30][C:29]([C:32]([F:35])([F:34])[F:33])=[C:28](Cl)[N:27]=2)[CH2:17][C:18]2[CH:23]=[CH:22][C:21]([O:24][CH3:25])=[CH:20][CH:19]=2)=[CH:13][CH:12]=1, predict the reaction product. The product is: [CH3:9][O:10][C:11]1[CH:38]=[CH:37][C:14]([CH2:15][N:16]([C:26]2[CH:31]=[CH:30][C:29]([C:32]([F:35])([F:34])[F:33])=[C:28]([O:1][CH2:2][CH3:3])[N:27]=2)[CH2:17][C:18]2[CH:23]=[CH:22][C:21]([O:24][CH3:25])=[CH:20][CH:19]=2)=[CH:13][CH:12]=1. (5) Given the reactants [OH:1][C:2]1[CH:3]=[C:4]([CH:10]2[CH2:14][NH:13][C:12](=[O:15])[CH2:11]2)[CH:5]=[CH:6][C:7]=1[O:8][CH3:9].[Cl:16][C:17]1[CH:22]=[CH:21][C:20](B(O)O)=[CH:19][CH:18]=1.C(N(CC)CC)C, predict the reaction product. The product is: [Cl:16][C:17]1[CH:22]=[CH:21][C:20]([O:1][C:2]2[CH:3]=[C:4]([CH:10]3[CH2:14][NH:13][C:12](=[O:15])[CH2:11]3)[CH:5]=[CH:6][C:7]=2[O:8][CH3:9])=[CH:19][CH:18]=1. (6) The product is: [ClH:23].[Cl:23][C:18]1[C:17]([N:14]2[CH2:15][CH2:16][N:11]([CH2:10][CH2:9][NH:7][CH3:6])[CH2:12][CH2:13]2)=[CH:22][CH:21]=[CH:20][N:19]=1. Given the reactants C(O[C:6](=O)[N:7]([CH2:9][CH2:10][N:11]1[CH2:16][CH2:15][N:14]([C:17]2[C:18]([Cl:23])=[N:19][CH:20]=[CH:21][CH:22]=2)[CH2:13][CH2:12]1)C)(C)(C)C.Cl.O1CCOCC1, predict the reaction product.